From a dataset of Full USPTO retrosynthesis dataset with 1.9M reactions from patents (1976-2016). Predict the reactants needed to synthesize the given product. (1) The reactants are: [OH-].[K+].[C:3]1([CH:10]=[CH:9][C:7]([OH:8])=[CH:6][CH:5]=1)[OH:4].I[CH:12]([CH3:14])[CH3:13]. Given the product [CH:12]([O:4][C:3]1[CH:10]=[CH:9][C:7]([OH:8])=[CH:6][CH:5]=1)([CH3:14])[CH3:13], predict the reactants needed to synthesize it. (2) Given the product [Br:1][C:2]1[CH:7]=[CH:6][C:5]([C:8]2[CH2:13][CH2:12][N:11]=[CH:10][CH:9]=2)=[CH:4][CH:3]=1, predict the reactants needed to synthesize it. The reactants are: [Br:1][C:2]1[CH:7]=[CH:6][C:5]([C:8]2(O)[CH2:13][CH2:12][NH:11][CH2:10][CH2:9]2)=[CH:4][CH:3]=1. (3) Given the product [OH:37][C:32]([CH3:36])([CH3:31])[CH2:33][CH2:34][O:35][C:2]1[CH:26]=[CH:25][C:24]([C:27]([F:29])([F:30])[F:28])=[CH:23][C:3]=1[C:4](/[N:6]=[C:7]1/[N:8]([CH2:17][C@H:18]2[CH2:22][CH2:21][CH2:20][O:19]2)[N:9]([CH3:16])[C:10]([C:12]2([CH3:15])[CH2:13][CH2:14]2)=[CH:11]/1)=[O:5], predict the reactants needed to synthesize it. The reactants are: F[C:2]1[CH:26]=[CH:25][C:24]([C:27]([F:30])([F:29])[F:28])=[CH:23][C:3]=1[C:4](/[N:6]=[C:7]1/[N:8]([CH2:17][C@H:18]2[CH2:22][CH2:21][CH2:20][O:19]2)[N:9]([CH3:16])[C:10]([C:12]2([CH3:15])[CH2:14][CH2:13]2)=[CH:11]/1)=[O:5].[CH3:31][C:32]([OH:37])([CH3:36])[CH2:33][CH2:34][OH:35].CC([O-])(C)C.[Na+]. (4) Given the product [CH2:22]([O:29][C:30](=[O:31])[NH:2][CH2:3][C:4]([C:6]1[CH:11]=[CH:10][C:9]([Br:12])=[CH:8][CH:7]=1)=[O:5])[C:23]1[CH:28]=[CH:27][CH:26]=[CH:25][CH:24]=1, predict the reactants needed to synthesize it. The reactants are: Cl.[NH2:2][CH2:3][C:4]([C:6]1[CH:11]=[CH:10][C:9]([Br:12])=[CH:8][CH:7]=1)=[O:5].CCN(C(C)C)C(C)C.[CH2:22]([O:29][C:30](Cl)=[O:31])[C:23]1[CH:28]=[CH:27][CH:26]=[CH:25][CH:24]=1. (5) Given the product [CH2:35]([O:37][C:38](=[O:45])[C:39]([OH:40])([C:41]([F:42])([F:43])[F:44])[CH2:34][C:29]1[C:28]2[C:33](=[C:24]([F:23])[CH:25]=[CH:26][CH:27]=2)[O:32][CH2:31][CH:30]=1)[CH3:36], predict the reactants needed to synthesize it. The reactants are: C1C=C2C=CC(O)=C(C3C4C(=CC=CC=4)C=CC=3O)C2=CC=1.[F:23][C:24]1[CH:25]=[CH:26][CH:27]=[C:28]2[C:33]=1[O:32][CH2:31][CH2:30][C:29]2=[CH2:34].[CH2:35]([O:37][C:38](=[O:45])[C:39]([C:41]([F:44])([F:43])[F:42])=[O:40])[CH3:36]. (6) Given the product [CH3:1][O:2][C:3]1[CH:8]=[CH:7][C:6]([CH2:9][CH2:10][CH:11]=[O:12])=[CH:5][CH:4]=1, predict the reactants needed to synthesize it. The reactants are: [CH3:1][O:2][C:3]1[CH:8]=[CH:7][C:6]([CH2:9][CH2:10][CH2:11][OH:12])=[CH:5][CH:4]=1.[Cr](Cl)([O-])(=O)=O.[NH+]1C=CC=CC=1.C(OCC)C.